This data is from Catalyst prediction with 721,799 reactions and 888 catalyst types from USPTO. The task is: Predict which catalyst facilitates the given reaction. (1) The catalyst class is: 15. Reactant: [CH:1]1[C:10]2[C:5](=[CH:6][C:7]([C:11]([OH:13])=[O:12])=[CH:8][CH:9]=2)[CH:4]=[CH:3][N:2]=1.[Br:14]N1C(=O)CCC1=O. Product: [Br:14][C:4]1[C:5]2[C:10](=[CH:9][CH:8]=[C:7]([C:11]([OH:13])=[O:12])[CH:6]=2)[CH:1]=[N:2][CH:3]=1. (2) Reactant: [OH-:1].[K+].[CH:3]([O:6][C:7]1[C:8](=[O:19])[N:9]([C:13]2[CH:18]=[CH:17][CH:16]=[CH:15][CH:14]=2)[C:10](=[O:12])[CH:11]=1)([CH3:5])[CH3:4]. Product: [CH:3]([O:6][C:7](=[CH:11][C:10](=[O:12])[NH:9][C:13]1[CH:18]=[CH:17][CH:16]=[CH:15][CH:14]=1)[C:8]([OH:19])=[O:1])([CH3:5])[CH3:4]. The catalyst class is: 657. (3) Reactant: CO[C:3](=[O:20])[C:4]1[CH:9]=[CH:8][C:7]([C:10]2[CH:15]=[CH:14][C:13]([C:16]([F:19])([F:18])[F:17])=[CH:12][CH:11]=2)=[N:6][CH:5]=1.Cl.[CH3:22][NH:23][O:24][CH3:25].C([Mg]Cl)(C)C. Product: [CH3:25][O:24][N:23]([CH3:22])[C:3](=[O:20])[C:4]1[CH:9]=[CH:8][C:7]([C:10]2[CH:11]=[CH:12][C:13]([C:16]([F:17])([F:18])[F:19])=[CH:14][CH:15]=2)=[N:6][CH:5]=1. The catalyst class is: 7. (4) Reactant: O1CCOCC1.Cl[C:8]1[C:17]2[C:12](=[CH:13][CH:14]=[C:15]([S:18]([NH2:21])(=[O:20])=[O:19])[CH:16]=2)[CH:11]=[N:10][CH:9]=1.[CH3:22][N:23]1[CH:27]=[C:26]([C:28]2[CH:33]=[CH:32][C:31](B3OC(C)(C)C(C)(C)O3)=[CH:30][CH:29]=2)[CH:25]=[N:24]1.C(=O)([O-])[O-].[Na+].[Na+]. Product: [CH3:22][N:23]1[CH:27]=[C:26]([C:28]2[CH:29]=[CH:30][C:31]([C:8]3[C:17]4[C:12](=[CH:13][CH:14]=[C:15]([S:18]([NH2:21])(=[O:20])=[O:19])[CH:16]=4)[CH:11]=[N:10][CH:9]=3)=[CH:32][CH:33]=2)[CH:25]=[N:24]1. The catalyst class is: 6. (5) Reactant: [CH:1]12[NH:12][CH:9]([CH2:10][CH2:11]1)[CH2:8][C:7]1[CH:6]=[CH:5][C:4]([NH2:13])=[CH:3][C:2]2=1.[CH2:14](I)[CH3:15].C(=O)([O-])[O-].[K+].[K+]. Product: [CH2:14]([N:12]1[CH:9]2[CH2:10][CH2:11][CH:1]1[C:2]1[CH:3]=[C:4]([NH2:13])[CH:5]=[CH:6][C:7]=1[CH2:8]2)[CH3:15]. The catalyst class is: 21. (6) Reactant: N12CCCN=C1CCCCC2.[CH3:12][O:13][C:14]1[CH:23]=[C:22]2[C:17]([N:18]=[CH:19][C:20]([S:24][CH2:25][CH2:26][N:27]3[CH2:32][CH2:31][CH:30]([N:33]([CH3:46])S(C4C=CC=CC=4[N+]([O-])=O)(=O)=O)[CH2:29][CH2:28]3)=[N:21]2)=[CH:16][CH:15]=1.SCCO. Product: [CH3:12][O:13][C:14]1[CH:23]=[C:22]2[C:17]([N:18]=[CH:19][C:20]([S:24][CH2:25][CH2:26][N:27]3[CH2:28][CH2:29][CH:30]([NH:33][CH3:46])[CH2:31][CH2:32]3)=[N:21]2)=[CH:16][CH:15]=1. The catalyst class is: 9. (7) Reactant: Cl[CH2:2][C:3]1[CH:8]=[CH:7][N:6]=[C:5]([C:9]2[CH:14]=[C:13]([O:15][CH3:16])[C:12]([O:17][CH3:18])=[C:11]([O:19][CH3:20])[CH:10]=2)[CH:4]=1.[C:21]1(=[O:31])[NH:25][C:24](=[O:26])[C:23]2=[CH:27][CH:28]=[CH:29][CH:30]=[C:22]12.[K].O. Product: [CH3:20][O:19][C:11]1[CH:10]=[C:9]([C:5]2[CH:4]=[C:3]([CH2:2][N:25]3[C:24](=[O:26])[C:23]4=[CH:27][CH:28]=[CH:29][CH:30]=[C:22]4[C:21]3=[O:31])[CH:8]=[CH:7][N:6]=2)[CH:14]=[C:13]([O:15][CH3:16])[C:12]=1[O:17][CH3:18]. The catalyst class is: 22. (8) Reactant: [N:1]1([C:7]([C:9]2[CH:14]=[CH:13][C:12]([N:15]3[CH:19]=[C:18]([C:20]4[C:28]5[C:23](=[CH:24][CH:25]=[C:26]([CH2:29][N:30]6[C:35](=[O:36])[CH:34]=[CH:33][CH:32]=[N:31]6)[CH:27]=5)[N:22](C(OC(C)(C)C)=O)[N:21]=4)[N:17]=[N:16]3)=[CH:11][CH:10]=2)=[O:8])[CH2:6][CH2:5][O:4][CH2:3][CH2:2]1.Cl. Product: [N:1]1([C:7]([C:9]2[CH:14]=[CH:13][C:12]([N:15]3[CH:19]=[C:18]([C:20]4[C:28]5[C:23](=[CH:24][CH:25]=[C:26]([CH2:29][N:30]6[C:35](=[O:36])[CH:34]=[CH:33][CH:32]=[N:31]6)[CH:27]=5)[NH:22][N:21]=4)[N:17]=[N:16]3)=[CH:11][CH:10]=2)=[O:8])[CH2:2][CH2:3][O:4][CH2:5][CH2:6]1. The catalyst class is: 169. (9) Reactant: O=[C:2]([CH2:8][C:9](=O)[CH3:10])[CH2:3][C:4]([O:6][CH3:7])=[O:5].O.[NH2:13][NH2:14]. Product: [CH3:7][O:6][C:4](=[O:5])[CH2:3][C:2]1[CH:8]=[C:9]([CH3:10])[NH:14][N:13]=1. The catalyst class is: 8.